Dataset: Forward reaction prediction with 1.9M reactions from USPTO patents (1976-2016). Task: Predict the product of the given reaction. (1) Given the reactants [CH2:1]([O:3][CH2:4][C:5]1[N:6]([CH2:26][CH2:27][CH3:28])[C:7]2[C:16]3[CH:15]=[C:14]([O:17][CH:18]4[CH2:23][CH2:22][NH:21][CH2:20][CH2:19]4)[CH:13]=[CH:12][C:11]=3[N:10]=[C:9]([NH2:24])[C:8]=2[N:25]=1)[CH3:2].[C:29](Cl)(=[O:33])[CH:30]([CH3:32])[CH3:31], predict the reaction product. The product is: [CH2:1]([O:3][CH2:4][C:5]1[N:6]([CH2:26][CH2:27][CH3:28])[C:7]2[C:16]3[CH:15]=[C:14]([O:17][CH:18]4[CH2:19][CH2:20][N:21]([C:29](=[O:33])[CH:30]([CH3:32])[CH3:31])[CH2:22][CH2:23]4)[CH:13]=[CH:12][C:11]=3[N:10]=[C:9]([NH2:24])[C:8]=2[N:25]=1)[CH3:2]. (2) Given the reactants [NH2:1][C:2]1[C:7]([C:8]([C:10]2[CH:15]=[C:14]([F:16])[C:13]([O:17][CH3:18])=[CH:12][CH:11]=2)=[O:9])=[CH:6][N:5]=[C:4](S(CC)(=O)=O)[N:3]=1.FC(F)(F)C(O)=O.[CH3:31][S:32]([N:35]1[CH2:40][CH2:39][CH:38]([NH2:41])[CH2:37][CH2:36]1)(=[O:34])=[O:33], predict the reaction product. The product is: [NH2:1][C:2]1[C:7]([C:8]([C:10]2[CH:11]=[CH:12][C:13]([O:17][CH3:18])=[C:14]([F:16])[CH:15]=2)=[O:9])=[CH:6][N:5]=[C:4]([NH:41][CH:38]2[CH2:39][CH2:40][N:35]([S:32]([CH3:31])(=[O:34])=[O:33])[CH2:36][CH2:37]2)[N:3]=1. (3) Given the reactants C(O[BH-](OC(=O)C)OC(=O)C)(=O)C.[Na+].[NH2:15][CH2:16][C@@H:17]1[C@H:21]2[O:22][C:23]([CH3:26])([CH3:25])[O:24][C@H:20]2[C@H:19]([N:27]2[CH:35]=[N:34][C:33]3[C:28]2=[N:29][CH:30]=[N:31][C:32]=3[NH:36][CH2:37][C:38]2[CH:43]=[CH:42][C:41]([O:44][CH3:45])=[CH:40][C:39]=2[O:46][CH3:47])[CH2:18]1.O=[C:49]1[CH2:52][CH:51]([CH2:53][CH2:54][C:55]([O:57][CH2:58][CH3:59])=[O:56])[CH2:50]1.C(O)(=O)C.ClCCCl, predict the reaction product. The product is: [CH3:47][O:46][C:39]1[CH:40]=[C:41]([O:44][CH3:45])[CH:42]=[CH:43][C:38]=1[CH2:37][NH:36][C:32]1[N:31]=[CH:30][N:29]=[C:28]2[C:33]=1[N:34]=[CH:35][N:27]2[C@H:19]1[C@@H:20]2[O:24][C:23]([CH3:25])([CH3:26])[O:22][C@@H:21]2[C@@H:17]([CH2:16][NH:15][CH:49]2[CH2:50][CH:51]([CH2:53][CH2:54][C:55]([O:57][CH2:58][CH3:59])=[O:56])[CH2:52]2)[CH2:18]1.